From a dataset of Forward reaction prediction with 1.9M reactions from USPTO patents (1976-2016). Predict the product of the given reaction. (1) Given the reactants [F:1][C:2]([F:43])([F:42])[C:3]1[CH:4]=[C:5]([CH:35]=[C:36]([C:38]([F:41])([F:40])[F:39])[CH:37]=1)[CH2:6][N:7]([CH2:23][C:24]1[CH:29]=[C:28]([C:30]([F:33])([F:32])[F:31])[CH:27]=[CH:26][C:25]=1[OH:34])[C:8]1[N:13]=[CH:12][C:11]([O:14][CH2:15][CH2:16][CH2:17][C:18]([O:20][CH2:21][CH3:22])=[O:19])=[CH:10][N:9]=1.N1C=CC=CC=1.[F:50][C:51]([F:64])([F:63])[S:52](O[S:52]([C:51]([F:64])([F:63])[F:50])(=[O:54])=[O:53])(=[O:54])=[O:53].C(=O)(O)[O-].[Na+], predict the reaction product. The product is: [F:43][C:2]([F:1])([F:42])[C:3]1[CH:4]=[C:5]([CH:35]=[C:36]([C:38]([F:39])([F:40])[F:41])[CH:37]=1)[CH2:6][N:7]([CH2:23][C:24]1[CH:29]=[C:28]([C:30]([F:33])([F:32])[F:31])[CH:27]=[CH:26][C:25]=1[O:34][S:52]([C:51]([F:64])([F:63])[F:50])(=[O:54])=[O:53])[C:8]1[N:9]=[CH:10][C:11]([O:14][CH2:15][CH2:16][CH2:17][C:18]([O:20][CH2:21][CH3:22])=[O:19])=[CH:12][N:13]=1. (2) Given the reactants [NH2:1][C:2]1[CH:10]=[CH:9][C:5]([C:6]([OH:8])=O)=[CH:4][C:3]=1[C:11]#[N:12].F[P-](F)(F)(F)(F)F.[N:20]1(O[P+](N2CCCC2)(N2CCCC2)N2CCCC2)[C:24]2C=CC=CC=2N=N1.C(N(C(C)C)CC)(C)C.CNC, predict the reaction product. The product is: [NH2:1][C:2]1[CH:10]=[CH:9][C:5]([C:6]([NH:20][CH3:24])=[O:8])=[CH:4][C:3]=1[C:11]#[N:12]. (3) Given the reactants [NH2:1][C:2]1[CH:7]=[CH:6][C:5]([S:8]([NH2:11])(=[O:10])=[O:9])=[CH:4][C:3]=1[CH3:12].CC1C=CC(S(O)(=O)=O)=CC=1.Cl[C:25]1[N:33]=[C:32]2[C:28]([N:29]([CH3:40])[C:30](=[O:39])[N:31]2[CH:34]2[CH2:38][CH2:37][CH2:36][CH2:35]2)=[CH:27][N:26]=1.C(O)CCC, predict the reaction product. The product is: [CH:34]1([N:31]2[C:30](=[O:39])[N:29]([CH3:40])[C:28]3[C:32]2=[N:33][C:25]([NH:1][C:2]2[CH:7]=[CH:6][C:5]([S:8]([NH2:11])(=[O:9])=[O:10])=[CH:4][C:3]=2[CH3:12])=[N:26][CH:27]=3)[CH2:35][CH2:36][CH2:37][CH2:38]1.